This data is from Full USPTO retrosynthesis dataset with 1.9M reactions from patents (1976-2016). The task is: Predict the reactants needed to synthesize the given product. (1) Given the product [I:67][C:68]1[O:69][CH:70]=[C:71]([C:51]2[CH:65]=[CH:64][CH:63]=[CH:62][C:52]=2[CH2:53][NH:54][C:55](=[O:61])[O:56][C:57]([CH3:58])([CH3:59])[CH3:60])[N:72]=1, predict the reactants needed to synthesize it. The reactants are: CC1(C)C2C(=C(P(C3C=CC=CC=3)C3C=CC=CC=3)C=CC=2)OC2C(P(C3C=CC=CC=3)C3C=CC=CC=3)=CC=CC1=2.CC1(C)C(C)(C)OB([C:51]2[CH:65]=[CH:64][CH:63]=[CH:62][C:52]=2[CH2:53][NH:54][C:55](=[O:61])[O:56][C:57]([CH3:60])([CH3:59])[CH3:58])O1.[I:67][C:68]1[O:69][CH:70]=[C:71](I)[N:72]=1.P([O-])([O-])([O-])=O.[K+].[K+].[K+]. (2) Given the product [O:9]1[C:10]2[CH:16]=[CH:15][CH:14]=[CH:13][C:11]=2[N:12]=[C:8]1[C:5]1[CH:6]=[CH:7][C:2]([N:27]2[C:26]3[CH:25]=[CH:24][C:23]([C:17]4[CH:22]=[CH:21][CH:20]=[CH:19][CH:18]=4)=[CH:35][C:34]=3[C:33]3[C:28]2=[CH:29][CH:30]=[CH:31][CH:32]=3)=[CH:3][CH:4]=1, predict the reactants needed to synthesize it. The reactants are: Br[C:2]1[CH:7]=[CH:6][C:5]([C:8]2[O:9][C:10]3[CH:16]=[CH:15][CH:14]=[CH:13][C:11]=3[N:12]=2)=[CH:4][CH:3]=1.[C:17]1([C:23]2[CH:24]=[CH:25][C:26]3[NH:27][C:28]4[C:33]([C:34]=3[CH:35]=2)=[CH:32][CH:31]=[CH:30][CH:29]=4)[CH:22]=[CH:21][CH:20]=[CH:19][CH:18]=1.CC(C)([O-])C.[Na+].C(P(C(C)(C)C)C(C)(C)C)(C)(C)C.